From a dataset of Catalyst prediction with 721,799 reactions and 888 catalyst types from USPTO. Predict which catalyst facilitates the given reaction. (1) Reactant: O=[C:2]1[C:8]2[CH:9]=[CH:10][CH:11]=[CH:12][C:7]=2[CH2:6][CH2:5][CH2:4][CH:3]1[C:13]([O:15]C)=O.[Cl-].[NH2:18][C:19]([NH2:21])=[NH:20].C([O-])([O-])=O.[K+].[K+]. Product: [NH2:21][C:19]1[N:18]=[C:13]([OH:15])[C:3]2[CH2:4][CH2:5][CH2:6][C:7]3[CH:12]=[CH:11][CH:10]=[CH:9][C:8]=3[C:2]=2[N:20]=1. The catalyst class is: 3. (2) Reactant: [CH3:1][O:2][C:3]1[C:8]2[N:9]=[C:10]([C:12]([F:15])([F:14])[F:13])[S:11][C:7]=2[C:6]([C:16](=[O:23])[CH:17]([CH3:22])[C:18]([O:20][CH3:21])=[O:19])=[CH:5][CH:4]=1.[H-].[Na+].I[CH3:27].[Cl-].[NH4+]. Product: [CH3:1][O:2][C:3]1[C:8]2[N:9]=[C:10]([C:12]([F:13])([F:14])[F:15])[S:11][C:7]=2[C:6]([C:16](=[O:23])[C:17]([CH3:27])([CH3:22])[C:18]([O:20][CH3:21])=[O:19])=[CH:5][CH:4]=1. The catalyst class is: 3. (3) Reactant: Cl.[F:2][C:3]1[CH:17]=[CH:16][C:6]2[C:7]([CH:10]3[CH2:15][CH2:14][NH:13][CH2:12][CH2:11]3)=[N:8][O:9][C:5]=2[CH:4]=1.C(=O)([O-])[O-].[Na+].[Na+].Cl.Cl[CH2:26][CH2:27][C:28]1[C:33](=[O:34])[N:32]2[CH2:35][CH2:36][CH2:37][CH2:38][C:31]2=[N:30][C:29]=1[CH3:39]. Product: [CH3:39][C:29]1[N:30]=[C:31]2[N:32]([CH2:35][CH2:36][CH2:37][CH2:38]2)[C:33](=[O:34])[C:28]=1[CH2:27][CH2:26][N:13]1[CH2:12][CH2:11][CH:10]([C:7]2[C:6]3[CH:16]=[CH:17][C:3]([F:2])=[CH:4][C:5]=3[O:9][N:8]=2)[CH2:15][CH2:14]1. The catalyst class is: 6. (4) Reactant: S([C:5]1C=[CH:10][C:8](C)=[CH:7][CH:6]=1)(O)(=O)=O.[CH3:12][N:13]([CH3:30])[C:14]([C:16]1[NH:17][C:18]2[C:23]([CH:24]=1)=[CH:22][C:21]([NH:25][C:26]([NH2:28])=[NH:27])=[CH:20][C:19]=2[Br:29])=[O:15].CC(C)([O-])C.[K+]. Product: [CH3:12][N:13]([CH3:30])[C:14]([C:16]1[NH:17][C:18]2[C:23]([CH:24]=1)=[CH:22][C:21]([NH:25][C:26]1[N:28]=[C:7]([C:8]3[N:27]=[CH:26][N:25]([CH3:21])[CH:10]=3)[CH:6]=[CH:5][N:27]=1)=[CH:20][C:19]=2[Br:29])=[O:15]. The catalyst class is: 9. (5) Reactant: [H-].[Na+].[F:3][C:4]1[CH:5]=[C:6]([C:14]2[CH:15]=[C:16]3[C:21](=[CH:22][C:23]=2[O:24][CH3:25])[NH:20][C:19](=[O:26])[CH2:18][CH2:17]3)[CH:7]=[CH:8][C:9]=1[C:10]([F:13])([F:12])[F:11].Br[CH2:28][C:29]1[CH:34]=[CH:33][C:32]([F:35])=[CH:31][C:30]=1[F:36]. Product: [F:36][C:30]1[CH:31]=[C:32]([F:35])[CH:33]=[CH:34][C:29]=1[CH2:28][N:20]1[C:21]2[C:16](=[CH:15][C:14]([C:6]3[CH:7]=[CH:8][C:9]([C:10]([F:11])([F:12])[F:13])=[C:4]([F:3])[CH:5]=3)=[C:23]([O:24][CH3:25])[CH:22]=2)[CH2:17][CH2:18][C:19]1=[O:26]. The catalyst class is: 9. (6) Reactant: [NH:1]1[CH2:6][CH2:5][CH:4]([CH2:7][S:8][C:9]2[N:14]=[CH:13][C:12]([C:15]#[N:16])=[CH:11][CH:10]=2)[CH2:3][CH2:2]1.CCN(C(C)C)C(C)C.[CH3:26][C:27]1[C:35]2[CH2:34][O:33][C:32](=[O:36])[C:31]=2[CH:30]=[CH:29][C:28]=1[C@@H:37]1[CH2:39][O:38]1. Product: [OH:38][C@H:37]([C:28]1[CH:29]=[CH:30][C:31]2[C:32](=[O:36])[O:33][CH2:34][C:35]=2[C:27]=1[CH3:26])[CH2:39][N:1]1[CH2:2][CH2:3][CH:4]([CH2:7][S:8][C:9]2[N:14]=[CH:13][C:12]([C:15]#[N:16])=[CH:11][CH:10]=2)[CH2:5][CH2:6]1. The catalyst class is: 8. (7) Reactant: [Br:1][C:2]1[CH:7]=[CH:6][C:5]([C@@H:8]2[CH2:10][C@H:9]2[NH:11]C(=O)OC(C)(C)C)=[CH:4][CH:3]=1.[C:19]([OH:25])([C:21]([F:24])([F:23])[F:22])=[O:20]. Product: [F:22][C:21]([F:24])([F:23])[C:19]([OH:25])=[O:20].[Br:1][C:2]1[CH:3]=[CH:4][C:5]([C@@H:8]2[CH2:10][C@H:9]2[NH2:11])=[CH:6][CH:7]=1. The catalyst class is: 2.